From a dataset of Full USPTO retrosynthesis dataset with 1.9M reactions from patents (1976-2016). Predict the reactants needed to synthesize the given product. (1) Given the product [C:1]([O:5][C:6]([N:8]1[CH2:12][CH2:11][C@@H:10]([N:13]2[CH2:21][C:20]3[C:15](=[CH:16][CH:17]=[C:18]([Cl:23])[CH:19]=3)[CH2:14]2)[CH2:9]1)=[O:7])([CH3:4])([CH3:2])[CH3:3], predict the reactants needed to synthesize it. The reactants are: [C:1]([O:5][C:6]([N:8]1[CH2:12][CH2:11][C@@H:10]([N:13]2[C:21](=O)[C:20]3[C:15](=[CH:16][CH:17]=[C:18]([Cl:23])[CH:19]=3)[C:14]2=O)[CH2:9]1)=[O:7])([CH3:4])([CH3:3])[CH3:2].[H-].[H-].[H-].[H-].[Li+].[Al+3].[Al+3].[Cl-].[Cl-].[Cl-]. (2) The reactants are: [F:1][C:2]1[CH:26]=[CH:25][CH:24]=[C:23]([F:27])[C:3]=1[CH2:4][O:5][C:6]1[C:7]2[N:8]([C:12]([C:16]([NH:18][C@H:19]([CH3:22])[CH2:20][OH:21])=[O:17])=[C:13]([CH3:15])[N:14]=2)[CH:9]=[CH:10][CH:11]=1.CC(OI1(OC(C)=O)(OC(C)=O)OC(=O)C2C=CC=CC1=2)=O.N1C=CC=CC=1. Given the product [F:1][C:2]1[CH:26]=[CH:25][CH:24]=[C:23]([F:27])[C:3]=1[CH2:4][O:5][C:6]1[C:7]2[N:8]([C:12]([C:16]([NH:18][C@H:19]([CH3:22])[CH:20]=[O:21])=[O:17])=[C:13]([CH3:15])[N:14]=2)[CH:9]=[CH:10][CH:11]=1, predict the reactants needed to synthesize it. (3) Given the product [Cl:31][C:29]1[CH:30]=[C:25]([N:8]([CH2:7][C:6]2[CH:5]=[CH:4][C:3]([O:2][CH3:1])=[CH:17][CH:16]=2)[C:9]2[CH:14]=[CH:13][C:12]([CH3:15])=[CH:11][N:10]=2)[C:26]2[N:27]([CH:32]=[CH:33][N:34]=2)[N:28]=1, predict the reactants needed to synthesize it. The reactants are: [CH3:1][O:2][C:3]1[CH:17]=[CH:16][C:6]([CH2:7][NH:8][C:9]2[CH:14]=[CH:13][C:12]([CH3:15])=[CH:11][N:10]=2)=[CH:5][CH:4]=1.CC(C)([O-])C.[K+].Br[C:25]1[C:26]2[N:27]([CH:32]=[CH:33][N:34]=2)[N:28]=[C:29]([Cl:31])[CH:30]=1. (4) Given the product [NH2:22][C:15]1[CH:16]=[C:17]([C:18]([F:21])([F:20])[F:19])[C:12]2[N:6]([CH2:5][C:4]3[CH:24]=[CH:25][CH:26]=[C:2]([Cl:1])[CH:3]=3)[C:7](=[O:8])[NH:23][C:13]=2[CH:14]=1, predict the reactants needed to synthesize it. The reactants are: [Cl:1][C:2]1[CH:3]=[C:4]([CH:24]=[CH:25][CH:26]=1)[CH2:5][N:6]([C:12]1[C:17]([C:18]([F:21])([F:20])[F:19])=[CH:16][C:15]([NH2:22])=[CH:14][C:13]=1[NH2:23])[C:7](=O)[O:8]CC.[H-].[Na+].C(=O)(O)[O-].[Na+]. (5) The reactants are: [Cl:1][C:2]1[N:7]=[C:6]([Cl:8])[CH:5]=[C:4]([C:9]2[CH:14]=[CH:13][CH:12]=[CH:11][CH:10]=2)[N:3]=1.[CH2:15]([N:17](CC)CC)C.CN. Given the product [Cl:1][C:2]1[N:7]=[C:6]([NH:17][CH3:15])[CH:5]=[C:4]([C:9]2[CH:14]=[CH:13][CH:12]=[CH:11][CH:10]=2)[N:3]=1.[Cl:8][C:6]1[CH:5]=[C:4]([C:9]2[CH:14]=[CH:13][CH:12]=[CH:11][CH:10]=2)[N:3]=[C:2]([NH:17][CH3:15])[N:7]=1, predict the reactants needed to synthesize it. (6) Given the product [F:14][C:13]([F:16])([F:15])[O:12][C:10]1[CH:9]=[CH:8][C:6]2[N:7]=[C:3]([CH2:2][NH:20][CH2:17][C:18]#[CH:19])[S:4][C:5]=2[CH:11]=1, predict the reactants needed to synthesize it. The reactants are: Br[CH2:2][C:3]1[S:4][C:5]2[CH:11]=[C:10]([O:12][C:13]([F:16])([F:15])[F:14])[CH:9]=[CH:8][C:6]=2[N:7]=1.[CH2:17]([NH2:20])[C:18]#[CH:19]. (7) Given the product [CH2:7]([O:6][C:4](=[O:5])[CH2:3][C:9]1([OH:16])[CH:14]=[CH:13][C:12](=[O:15])[CH:11]=[CH:10]1)[CH3:8], predict the reactants needed to synthesize it. The reactants are: Br[Zn][CH2:3][C:4]([O:6][CH2:7][CH3:8])=[O:5].[C:9]1(=[O:16])[CH:14]=[CH:13][C:12](=[O:15])[CH:11]=[CH:10]1.Cl.C(OCC)(=O)C. (8) Given the product [ClH:62].[C@@H:16]12[CH2:17][C@@H:18]1[CH2:19][C@@H:20]([C:21]1[NH:25][C:24]3[CH:26]=[C:27]([C:30]4[CH:39]=[CH:38][C:37]5[C:32](=[CH:33][CH:34]=[C:35]([C:40]6[CH:61]=[CH:60][C:43]7[N:44]=[C:45]([C@@H:47]8[CH2:52][C@@H:51]9[C@@H:49]([CH2:50]9)[NH:48]8)[NH:46][C:42]=7[CH:41]=6)[CH:36]=5)[N:31]=4)[CH:28]=[CH:29][C:23]=3[N:22]=1)[NH:15]2, predict the reactants needed to synthesize it. The reactants are: C(O)(C(F)(F)F)=O.C(OC([N:15]1[C@H:20]([C:21]2[NH:25][C:24]3[CH:26]=[C:27]([C:30]4[CH:39]=[CH:38][C:37]5[C:32](=[CH:33][CH:34]=[C:35]([C:40]6[CH:61]=[CH:60][C:43]7[NH:44][C:45]([C@@H:47]8[CH2:52][C@@H:51]9[C@@H:49]([CH2:50]9)[N:48]8C(OC(C)(C)C)=O)=[N:46][C:42]=7[CH:41]=6)[CH:36]=5)[N:31]=4)[CH:28]=[CH:29][C:23]=3[N:22]=2)[CH2:19][C@@H:18]2[C@H:16]1[CH2:17]2)=O)(C)(C)C.[ClH:62].